Task: Predict the reaction yield, written as a fraction of the theoretical maximum amount of product (1.0 means a 100% yield; for example, 0.34 means a 34% yield).. Dataset: Reaction yield outcomes from USPTO patents with 853,638 reactions (1) The reactants are Cl[C:2]1[C:7]([Cl:8])=[N:6][N:5]([CH3:9])[C:4](=[O:10])[CH:3]=1.[CH3:11][O:12][CH2:13][C:14]1[CH:19]=[CH:18][C:17](B(O)O)=[CH:16][CH:15]=1.C(=O)([O-])[O-].[Na+].[Na+]. The catalyst is C1(C)C=CC=CC=1.C(O)C.O.C1C=CC([P]([Pd]([P](C2C=CC=CC=2)(C2C=CC=CC=2)C2C=CC=CC=2)([P](C2C=CC=CC=2)(C2C=CC=CC=2)C2C=CC=CC=2)[P](C2C=CC=CC=2)(C2C=CC=CC=2)C2C=CC=CC=2)(C2C=CC=CC=2)C2C=CC=CC=2)=CC=1. The product is [Cl:8][C:7]1[C:2]([C:17]2[CH:18]=[CH:19][C:14]([CH2:13][O:12][CH3:11])=[CH:15][CH:16]=2)=[CH:3][C:4](=[O:10])[N:5]([CH3:9])[N:6]=1. The yield is 0.724. (2) The reactants are Cl[C:2]1[CH:3]=[C:4]([CH:41]=[CH:42][C:43]=1F)[C:5]1[C:10]([C:11]2[CH:20]=[CH:19][C:18]3[C:13](=[CH:14][CH:15]=[C:16]([C:21]4[N:25]([CH:26]5[CH2:31][CH2:30][CH2:29][CH2:28][CH2:27]5)[C:24]5[CH:32]=[CH:33][C:34]([C:36]([OH:38])=[O:37])=[CH:35][C:23]=5[N:22]=4)[CH:17]=3)[N:12]=2)=[CH:9][C:8]([O:39][CH3:40])=[CH:7][CH:6]=1.CO[C:47]([C:49]1C=CC2N(C3CCCCC3)C(C3C=C4C(=CC=3)N=C(C3C=C(OC)C=CC=3Br)C=C4)=NC=2C=1)=O.C(C1C=CC(B(O)O)=CC=1)C. No catalyst specified. The product is [CH:26]1([N:25]2[C:24]3[CH:32]=[CH:33][C:34]([C:36]([OH:38])=[O:37])=[CH:35][C:23]=3[N:22]=[C:21]2[C:16]2[CH:17]=[C:18]3[C:13](=[CH:14][CH:15]=2)[N:12]=[C:11]([C:10]2[C:5]([C:4]4[CH:3]=[CH:2][C:43]([CH2:47][CH3:49])=[CH:42][CH:41]=4)=[CH:6][CH:7]=[C:8]([O:39][CH3:40])[CH:9]=2)[CH:20]=[CH:19]3)[CH2:31][CH2:30][CH2:29][CH2:28][CH2:27]1. The yield is 0.480. (3) The reactants are O.NN.[Br:4][C:5]1[C:6]([CH3:29])=[C:7]([CH3:28])[C:8]2[O:12][C:11]([CH2:14][N:15]3C(=O)C4C(=CC=CC=4)C3=O)([CH3:13])[CH2:10][C:9]=2[C:26]=1[CH3:27].Cl.[OH-].[Na+]. The catalyst is C(O)C. The product is [Br:4][C:5]1[C:6]([CH3:29])=[C:7]([CH3:28])[C:8]2[O:12][C:11]([CH2:14][NH2:15])([CH3:13])[CH2:10][C:9]=2[C:26]=1[CH3:27]. The yield is 0.690. (4) The reactants are CC(C)N=C=NC(C)C.[NH:10]([C:16]([O:18][C:19]([CH3:22])([CH3:21])[CH3:20])=[O:17])[CH2:11][CH2:12][C:13]([OH:15])=[O:14].[CH3:23][CH:24]([CH2:26][CH2:27][CH2:28][C@H:29]([C@@H:31]1[C@:49]2([CH3:50])[C@H:34]([C@H:35]3[C@H:46]([CH2:47][CH2:48]2)[C@:44]2([CH3:45])[C:38]([CH2:39][C@H:40]([CH2:42][CH2:43]2)[OH:41])=[CH:37][CH2:36]3)[CH2:33][CH2:32]1)[CH3:30])[CH3:25].S([O-])(O)(=O)=O.[K+]. The catalyst is ClCCl.CN(C1C=CN=CC=1)C. The product is [CH3:25][CH:24]([CH2:26][CH2:27][CH2:28][C@H:29]([C@@H:31]1[C@:49]2([CH3:50])[C@H:34]([C@H:35]3[C@H:46]([CH2:47][CH2:48]2)[C@:44]2([CH3:45])[C:38]([CH2:39][C@H:40]([CH2:42][CH2:43]2)[OH:41])=[CH:37][CH2:36]3)[CH2:33][CH2:32]1)[CH3:30])[CH3:23].[C:16]([NH:10][CH2:11][CH2:12][C:13]([O-:15])=[O:14])([O:18][C:19]([CH3:21])([CH3:22])[CH3:20])=[O:17]. The yield is 0.970. (5) The reactants are Br[C:2]1[C:3]([O:13][CH3:14])=[C:4]([C:10](=[O:12])[CH3:11])[CH:5]=[C:6]([Cl:9])[C:7]=1[CH3:8].[CH2:15]([O:17][CH:18]([N:20]1[CH:24]=[C:23](B2OC(C)(C)C(C)(C)O2)[CH:22]=[N:21]1)[CH3:19])[CH3:16].O. The catalyst is C1(C)C=CC=CC=1.C(=O)([O-])[O-].[Na+].[Na+].C1C=CC([P]([Pd]([P](C2C=CC=CC=2)(C2C=CC=CC=2)C2C=CC=CC=2)([P](C2C=CC=CC=2)(C2C=CC=CC=2)C2C=CC=CC=2)[P](C2C=CC=CC=2)(C2C=CC=CC=2)C2C=CC=CC=2)(C2C=CC=CC=2)C2C=CC=CC=2)=CC=1. The product is [Cl:9][C:6]1[C:7]([CH3:8])=[C:2]([C:23]2[CH:22]=[N:21][N:20]([CH:18]([O:17][CH2:15][CH3:16])[CH3:19])[CH:24]=2)[C:3]([O:13][CH3:14])=[C:4]([C:10](=[O:12])[CH3:11])[CH:5]=1. The yield is 0.450.